Task: Predict the product of the given reaction.. Dataset: Forward reaction prediction with 1.9M reactions from USPTO patents (1976-2016) (1) Given the reactants CO[C:3](=O)[C@H:4]([C:10](=O)[C@@H:11]([N:19]1C(=O)C2C(=CC=CC=2)C1=O)CC1C=CC=CC=1)CCCC=O.[C:32]([O:35][CH2:36]C)(=[O:34])[CH3:33], predict the reaction product. The product is: [CH3:36][O:35][C:32]([CH:33]1[CH2:3][CH2:4][CH:10]=[CH:11][NH:19]1)=[O:34]. (2) The product is: [F:1][C:2]1[CH:3]=[C:4]([CH:16]=[CH:17][C:18]=1[F:19])[O:5][C:6]1[C:7]([F:15])=[CH:8][C:9]([CH2:13][O:14][C:21]2[CH:22]=[C:23]3[N:30]([CH3:31])[C@@H:29]([CH3:32])[CH2:28][N:24]3[C:25](=[O:27])[N:26]=2)=[CH:10][C:11]=1[F:12]. Given the reactants [F:1][C:2]1[CH:3]=[C:4]([CH:16]=[CH:17][C:18]=1[F:19])[O:5][C:6]1[C:11]([F:12])=[CH:10][C:9]([CH2:13][OH:14])=[CH:8][C:7]=1[F:15].Cl[C:21]1[CH:22]=[C:23]2[N:30]([CH3:31])[C@@H:29]([CH3:32])[CH2:28][N:24]2[C:25](=[O:27])[N:26]=1, predict the reaction product. (3) The product is: [C:70]([CH2:69][CH2:68][CH2:67][N:9]([CH3:8])[C@H:10]([C:14]([NH:16][C@H:17]([C:21]([N:23]([C@@H:25]([C@@H:62]([CH3:65])[CH2:63][CH3:64])[C@H:26]([O:60][CH3:61])[CH2:27][C:28]([N:30]1[CH2:34][CH2:33][CH2:32][C@H:31]1[C@H:35]([O:58][CH3:59])[C@@H:36]([CH3:57])[C:37]([NH:39][C@@:40]1([C:49]([N:51]2[CH2:56][CH2:55][CH2:54][CH2:53][O:52]2)=[O:50])[CH2:42][C@@H:41]1[C:43]1[CH:44]=[CH:45][CH:46]=[CH:47][CH:48]=1)=[O:38])=[O:29])[CH3:24])=[O:22])[CH:18]([CH3:19])[CH3:20])=[O:15])[CH:11]([CH3:12])[CH3:13])([OH:72])=[O:71]. Given the reactants FC(F)(F)C(O)=O.[CH3:8][NH:9][C@H:10]([C:14]([NH:16][C@H:17]([C:21]([N:23]([C@@H:25]([C@@H:62]([CH3:65])[CH2:63][CH3:64])[C@H:26]([O:60][CH3:61])[CH2:27][C:28]([N:30]1[CH2:34][CH2:33][CH2:32][C@H:31]1[C@H:35]([O:58][CH3:59])[C@@H:36]([CH3:57])[C:37]([NH:39][C@@:40]1([C:49]([N:51]2[CH2:56][CH2:55][CH2:54][CH2:53][O:52]2)=[O:50])[CH2:42][C@@H:41]1[C:43]1[CH:48]=[CH:47][CH:46]=[CH:45][CH:44]=1)=[O:38])=[O:29])[CH3:24])=[O:22])[CH:18]([CH3:20])[CH3:19])=[O:15])[CH:11]([CH3:13])[CH3:12].O=[CH:67][CH2:68][CH2:69][C:70]([OH:72])=[O:71].C([BH3-])#N.[Na+].Cl, predict the reaction product. (4) Given the reactants [CH3:1][O:2][C:3]1[CH:4]=[C:5]([CH:7]=[CH:8][C:9]=1[C:10]1[O:14][CH:13]=[N:12][CH:11]=1)[NH2:6].Br[CH2:16][CH2:17][C:18]1[C:22]2[CH:23]=[CH:24][CH:25]=[CH:26][C:21]=2[O:20][N:19]=1, predict the reaction product. The product is: [O:20]1[C:21]2[CH:26]=[CH:25][CH:24]=[CH:23][C:22]=2[C:18]([CH2:17][CH2:16][NH:6][C:5]2[CH:7]=[CH:8][C:9]([C:10]3[O:14][CH:13]=[N:12][CH:11]=3)=[C:3]([O:2][CH3:1])[CH:4]=2)=[N:19]1. (5) Given the reactants [C:1]([O:5][C:6]([N:8]1[CH2:13][CH:12]=[C:11]([C:14]2[CH:19]=[CH:18][CH:17]=[C:16]([N:20]3[CH2:25][CH2:24][N:23]4[N:26]=[C:27]([CH2:29][O:30][C:31]5[CH:36]=[CH:35][CH:34]=[CH:33][CH:32]=5)[CH:28]=[C:22]4[C:21]3=[O:37])[N:15]=2)[CH2:10][CH2:9]1)=[O:7])([CH3:4])([CH3:3])[CH3:2].C([O-])=O.[NH4+], predict the reaction product. The product is: [C:1]([O:5][C:6]([N:8]1[CH2:13][CH2:12][CH:11]([C:14]2[CH:19]=[CH:18][CH:17]=[C:16]([N:20]3[CH2:25][CH2:24][N:23]4[N:26]=[C:27]([CH2:29][O:30][C:31]5[CH:36]=[CH:35][CH:34]=[CH:33][CH:32]=5)[CH:28]=[C:22]4[C:21]3=[O:37])[N:15]=2)[CH2:10][CH2:9]1)=[O:7])([CH3:4])([CH3:2])[CH3:3]. (6) Given the reactants [CH3:1][O:2][C:3]1[CH:12]=[C:11]2[C:6]([CH2:7][CH2:8][CH2:9][CH:10]2[C:13]([OH:15])=O)=[CH:5][CH:4]=1.[CH:16]([C:19]1[CH:24]=[CH:23][C:22]([NH:25][CH2:26][C:27]2[CH:32]=[CH:31][C:30]([O:33][CH3:34])=[CH:29][N:28]=2)=[CH:21][CH:20]=1)([CH3:18])[CH3:17], predict the reaction product. The product is: [CH:16]([C:19]1[CH:20]=[CH:21][C:22]([N:25]([CH2:26][C:27]2[CH:32]=[CH:31][C:30]([O:33][CH3:34])=[CH:29][N:28]=2)[C:13]([CH:10]2[C:11]3[C:6](=[CH:5][CH:4]=[C:3]([O:2][CH3:1])[CH:12]=3)[CH2:7][CH2:8][CH2:9]2)=[O:15])=[CH:23][CH:24]=1)([CH3:18])[CH3:17]. (7) Given the reactants [CH3:1][N:2]1[C:6]([CH2:7][O:8][C:9]2[C:18]3[C:13](=[CH:14][CH:15]=[CH:16][CH:17]=3)[C:12]3=[N:19][N:20]=[C:21]([C:22]4[CH:26]=[C:25]([CH3:27])[O:24][N:23]=4)[N:11]3[N:10]=2)=[N:5][C:4]([CH2:28][OH:29])=[N:3]1, predict the reaction product. The product is: [CH3:1][N:2]1[C:6]([CH2:7][O:8][C:9]2[C:18]3[C:13](=[CH:14][CH:15]=[CH:16][CH:17]=3)[C:12]3=[N:19][N:20]=[C:21]([C:22]4[CH:26]=[C:25]([CH3:27])[O:24][N:23]=4)[N:11]3[N:10]=2)=[N:5][C:4]([CH:28]=[O:29])=[N:3]1. (8) Given the reactants [NH2:1][C:2](=[O:36])[CH2:3][O:4][C:5]1[CH:6]=[C:7]([S:11]([N:14]2[C:18]([C:19]3[CH:24]=[CH:23][CH:22]=[CH:21][C:20]=3[F:25])=[CH:17][C:16]([CH2:26][N:27](C)[C:28](=O)OC(C)(C)C)=[CH:15]2)(=[O:13])=[O:12])[CH:8]=[CH:9][CH:10]=1.FC(F)(F)C(O)=O.C(=O)(O)[O-].[Na+], predict the reaction product. The product is: [F:25][C:20]1[CH:21]=[CH:22][CH:23]=[CH:24][C:19]=1[C:18]1[N:14]([S:11]([C:7]2[CH:6]=[C:5]([CH:10]=[CH:9][CH:8]=2)[O:4][CH2:3][C:2]([NH2:1])=[O:36])(=[O:12])=[O:13])[CH:15]=[C:16]([CH2:26][NH:27][CH3:28])[CH:17]=1. (9) Given the reactants [Br:1][C:2]1[NH:10][C:9]2[C:8](=[O:11])[N:7]([CH2:12][C:13]3[N:22]=[C:21]([CH3:23])[C:20]4[C:15](=[CH:16][CH:17]=[CH:18][CH:19]=4)[N:14]=3)[C:6]3=[N:24][CH2:25][CH2:26][N:5]3[C:4]=2[N:3]=1.CCN(C(C)C)C(C)C.Br[CH2:37][C:38]#[C:39][CH3:40], predict the reaction product. The product is: [Br:1][C:2]1[N:10]([CH2:37][C:38]#[C:39][CH3:40])[C:9]2[C:8](=[O:11])[N:7]([CH2:12][C:13]3[N:22]=[C:21]([CH3:23])[C:20]4[C:15](=[CH:16][CH:17]=[CH:18][CH:19]=4)[N:14]=3)[C:6]3=[N:24][CH2:25][CH2:26][N:5]3[C:4]=2[N:3]=1.